From a dataset of Full USPTO retrosynthesis dataset with 1.9M reactions from patents (1976-2016). Predict the reactants needed to synthesize the given product. (1) Given the product [C:17]([C:9]1[CH:8]=[CH:7][C:6]([OH:5])=[C:15]2[C:10]=1[CH:11]=[CH:12][C:13](=[O:16])[NH:14]2)(=[O:19])[CH3:18], predict the reactants needed to synthesize it. The reactants are: [Cl-].[Al+3].[Cl-].[Cl-].[OH:5][C:6]1[CH:7]=[CH:8][CH:9]=[C:10]2[C:15]=1[NH:14][C:13](=[O:16])[CH:12]=[CH:11]2.[C:17](OC(=O)C)(=[O:19])[CH3:18]. (2) Given the product [Br:1][C:2]1[N:7]=[C:6](/[CH:8]=[C:35](\[C:33]#[N:34])/[C:36]([NH:38][CH:39]([C:43]2[CH:72]=[CH:71][C:46]([O:47][CH2:48][CH2:49][O:50][CH2:51][CH2:52][O:53][CH2:54][CH2:55][N:56]([C:57]([O:59][C:60]([CH3:62])([CH3:63])[CH3:61])=[O:58])[C:64]([O:66][C:67]([CH3:70])([CH3:69])[CH3:68])=[O:65])=[CH:45][CH:44]=2)[CH2:40][CH2:41][CH3:42])=[O:37])[CH:5]=[CH:4][CH:3]=1, predict the reactants needed to synthesize it. The reactants are: [Br:1][C:2]1[N:7]=[C:6](/[CH:8]=C(\C#N)/C(NC(C2C=CC(OCCN(CC)CC)=CC=2)CCC)=O)[CH:5]=[CH:4][CH:3]=1.[C:33]([CH2:35][C:36]([NH:38][CH:39]([C:43]1[CH:72]=[CH:71][C:46]([O:47][CH2:48][CH2:49][O:50][CH2:51][CH2:52][O:53][CH2:54][CH2:55][N:56]([C:64]([O:66][C:67]([CH3:70])([CH3:69])[CH3:68])=[O:65])[C:57]([O:59][C:60]([CH3:63])([CH3:62])[CH3:61])=[O:58])=[CH:45][CH:44]=1)[CH2:40][CH2:41][CH3:42])=[O:37])#[N:34]. (3) Given the product [CH3:44][S:45]([OH:48])(=[O:47])=[O:46].[CH3:44][S:45]([OH:48])(=[O:47])=[O:46].[CH:1]([O:4][C:5]([C:7]1[CH:8]([C:35]2[CH:40]=[CH:39][CH:38]=[C:37]([N+:41]([O-:43])=[O:42])[CH:36]=2)[C:9]([C:15]([O:17][CH:18]2[CH2:19][N:20]([CH:22]([C:29]3[CH:34]=[CH:33][CH:32]=[CH:31][CH:30]=3)[C:23]3[CH:28]=[CH:27][CH:26]=[CH:25][CH:24]=3)[CH2:21]2)=[O:16])=[C:10]([NH2:14])[NH:11][C:12]=1[CH3:13])=[O:6])([CH3:3])[CH3:2], predict the reactants needed to synthesize it. The reactants are: [CH:1]([O:4][C:5]([C:7]1[CH:8]([C:35]2[CH:40]=[CH:39][CH:38]=[C:37]([N+:41]([O-:43])=[O:42])[CH:36]=2)[C:9]([C:15]([O:17][CH:18]2[CH2:21][N:20]([CH:22]([C:29]3[CH:34]=[CH:33][CH:32]=[CH:31][CH:30]=3)[C:23]3[CH:28]=[CH:27][CH:26]=[CH:25][CH:24]=3)[CH2:19]2)=[O:16])=[C:10]([NH2:14])[NH:11][C:12]=1[CH3:13])=[O:6])([CH3:3])[CH3:2].[CH3:44][S:45]([OH:48])(=[O:47])=[O:46]. (4) Given the product [CH2:1]([NH:8][C:9]([C@@H:11]([CH:46]1[CH2:47][CH2:48][O:49][CH2:50][CH2:51]1)[C:12]1[CH:45]=[CH:44][C:15]([CH2:16][N:17]2[C:25]3[C:20](=[CH:21][CH:22]=[CH:23][CH:24]=3)[C:19]3[C:26]([CH3:43])=[C:27]([CH2:31][CH2:32][C:33]([OH:35])=[O:34])[C:28]([CH3:30])=[N:29][C:18]2=3)=[CH:14][CH:13]=1)=[O:10])[C:2]1[CH:7]=[CH:6][CH:5]=[CH:4][CH:3]=1, predict the reactants needed to synthesize it. The reactants are: [CH2:1]([NH:8][C:9]([C@@H:11]([CH:46]1[CH2:51][CH2:50][O:49][CH2:48][CH2:47]1)[C:12]1[CH:45]=[CH:44][C:15]([CH2:16][N:17]2[C:25]3[C:20](=[CH:21][CH:22]=[CH:23][CH:24]=3)[C:19]3[C:26]([CH3:43])=[C:27]([CH2:31][CH2:32][C:33]([O:35]CC4C=CC=CC=4)=[O:34])[C:28]([CH3:30])=[N:29][C:18]2=3)=[CH:14][CH:13]=1)=[O:10])[C:2]1[CH:7]=[CH:6][CH:5]=[CH:4][CH:3]=1.[H][H]. (5) Given the product [C:1]1([NH:7][C:8]([N:12]2[C:13]3[CH:19]=[CH:18][CH:17]=[CH:16][C:14]=3[NH:15][C:11]2=[S:10])=[O:9])[CH:6]=[CH:5][CH:4]=[CH:3][CH:2]=1, predict the reactants needed to synthesize it. The reactants are: [C:1]1([N:7]=[C:8]=[O:9])[CH:6]=[CH:5][CH:4]=[CH:3][CH:2]=1.[SH:10][C:11]1[NH:12][C:13]2[CH:19]=[CH:18][CH:17]=[CH:16][C:14]=2[N:15]=1.